Dataset: Reaction yield outcomes from USPTO patents with 853,638 reactions. Task: Predict the reaction yield, written as a fraction of the theoretical maximum amount of product (1.0 means a 100% yield; for example, 0.34 means a 34% yield). (1) The reactants are [F:1][C:2]([F:16])([F:15])[CH2:3][O:4][C:5]1[CH:10]=[C:9](F)[CH:8]=[CH:7][C:6]=1[N+:12]([O-:14])=[O:13].C([O-])([O-])=O.[K+].[K+].[OH:23][CH:24]1[CH2:29][CH2:28][NH:27][CH2:26][CH2:25]1. The catalyst is CS(C)=O. The product is [N+:12]([C:6]1[CH:7]=[CH:8][C:9]([N:27]2[CH2:28][CH2:29][CH:24]([OH:23])[CH2:25][CH2:26]2)=[CH:10][C:5]=1[O:4][CH2:3][C:2]([F:16])([F:15])[F:1])([O-:14])=[O:13]. The yield is 0.920. (2) The reactants are [N:1]1[C:6]2[NH:7][C:8]3[CH:18]=[N:17][CH:16]=[CH:15][C:9]=3/[C:10](=[N:13]/[OH:14])/[C:11](=O)[C:5]=2[CH:4]=[CH:3][CH:2]=1.C([O-])(=O)C.[NH4+:23].[Cl:24][C:25]1[CH:32]=[CH:31][CH:30]=[C:29]([Cl:33])[C:26]=1[CH:27]=O. The catalyst is C(O)(=O)C. The product is [Cl:24][C:25]1[CH:32]=[CH:31][CH:30]=[C:29]([Cl:33])[C:26]=1[C:27]1[N:13]([OH:14])[C:10]2[C:9]3[CH:15]=[CH:16][N:17]=[CH:18][C:8]=3[NH:7][C:6]3[N:1]=[CH:2][CH:3]=[CH:4][C:5]=3[C:11]=2[N:23]=1. The yield is 0.930. (3) The yield is 0.160. The catalyst is N1C=CC=CC=1. The product is [Cl:23][C:24]1[CH:25]=[C:26]([NH:31][C:32]([NH:2][CH2:3][C:4]2[CH:5]=[C:6]3[C:10](=[CH:11][CH:12]=2)[C:9](=[O:13])[N:8]([CH:14]2[CH2:19][CH2:18][C:17](=[O:20])[NH:16][C:15]2=[O:21])[C:7]3=[O:22])=[O:33])[CH:27]=[CH:28][C:29]=1[Cl:30]. The reactants are Cl.[NH2:2][CH2:3][C:4]1[CH:5]=[C:6]2[C:10](=[CH:11][CH:12]=1)[C:9](=[O:13])[N:8]([CH:14]1[CH2:19][CH2:18][C:17](=[O:20])[NH:16][C:15]1=[O:21])[C:7]2=[O:22].[Cl:23][C:24]1[CH:25]=[C:26]([N:31]=[C:32]=[O:33])[CH:27]=[CH:28][C:29]=1[Cl:30].C(N(CC)C(C)C)(C)C. (4) The reactants are [Cl:1][C:2]1[CH:3]=[C:4]([CH:7]=[CH:8][C:9]=1[C:10]1[CH:19]=[CH:18][C:17]2[C:12](=[CH:13][CH:14]=[C:15]([OH:20])[CH:16]=2)[N:11]=1)[C:5]#[N:6].[N-:21]=[N+:22]=[N-:23].[Na+].[Li+].[Cl-]. The catalyst is COCCOCCO. The product is [Cl:1][C:2]1[CH:3]=[C:4]([C:5]2[N:21]=[N:22][NH:23][N:6]=2)[CH:7]=[CH:8][C:9]=1[C:10]1[CH:19]=[CH:18][C:17]2[C:12](=[CH:13][CH:14]=[C:15]([OH:20])[CH:16]=2)[N:11]=1. The yield is 0.120. (5) The reactants are [CH3:1][C:2]1[C:6]([CH2:7][N:8]2[CH:12]=[C:11]([N:13]3[C:17](=[O:18])[CH2:16][NH:15][C:14]3=[O:19])[CH:10]=[N:9]2)=[C:5]([CH3:20])[O:4][N:3]=1.[F:21][C:22]1[CH:23]=[C:24]([CH:28]=[CH:29][CH:30]=1)[CH2:25][CH2:26]Br. No catalyst specified. The product is [CH3:1][C:2]1[C:6]([CH2:7][N:8]2[CH:12]=[C:11]([N:13]3[C:17](=[O:18])[CH2:16][N:15]([CH2:26][CH2:25][C:24]4[CH:28]=[CH:29][CH:30]=[C:22]([F:21])[CH:23]=4)[C:14]3=[O:19])[CH:10]=[N:9]2)=[C:5]([CH3:20])[O:4][N:3]=1. The yield is 0.220. (6) The reactants are [CH:1]1([NH:6][C:7]2[N:12]=[C:11]([C:13]3[N:17]4[CH:18]=[CH:19][CH:20]=[C:21]([N:22]5[CH2:27][CH2:26][O:25][CH2:24][CH2:23]5)[C:16]4=[N:15][C:14]=3[C:28]3[CH:35]=[CH:34][C:31]([C:32]#[N:33])=[CH:30][CH:29]=3)[CH:10]=[CH:9][N:8]=2)[CH2:5][CH2:4][CH2:3][CH2:2]1.[OH-:36].[NH4+].OO. The catalyst is CO.O1CCCC1. The product is [CH:1]1([NH:6][C:7]2[N:12]=[C:11]([C:13]3[N:17]4[CH:18]=[CH:19][CH:20]=[C:21]([N:22]5[CH2:27][CH2:26][O:25][CH2:24][CH2:23]5)[C:16]4=[N:15][C:14]=3[C:28]3[CH:29]=[CH:30][C:31]([C:32]([NH2:33])=[O:36])=[CH:34][CH:35]=3)[CH:10]=[CH:9][N:8]=2)[CH2:2][CH2:3][CH2:4][CH2:5]1. The yield is 0.990. (7) The reactants are [C:1]([C:3]1[CH:4]=[CH:5][C:6]([C:9]2[N:13]([C:14]3[CH:15]=[N:16][C:17]([CH3:20])=[CH:18][CH:19]=3)[N:12]=[C:11]([C:21](O)=[O:22])[CH:10]=2)=[N:7][CH:8]=1)#[N:2].[CH2:24]([NH:26][CH3:27])[CH3:25]. No catalyst specified. The product is [CH2:24]([N:26]([CH3:27])[C:21]([C:11]1[CH:10]=[C:9]([C:6]2[CH:5]=[CH:4][C:3]([C:1]#[N:2])=[CH:8][N:7]=2)[N:13]([C:14]2[CH:15]=[N:16][C:17]([CH3:20])=[CH:18][CH:19]=2)[N:12]=1)=[O:22])[CH3:25]. The yield is 0.880. (8) The reactants are [SH:1][C:2]1[NH:3][C:4]2[CH:10]=[CH:9][CH:8]=[CH:7][C:5]=2[N:6]=1.Br[CH2:12][C:13](=[O:19])[C:14]([O:16][CH2:17][CH3:18])=[O:15]. The catalyst is CO.CC(C)=O. The product is [CH2:17]([O:16][C:14](=[O:15])[C:13](=[O:19])[CH2:12][S:1][C:2]1[NH:6][C:5]2[CH:7]=[CH:8][CH:9]=[CH:10][C:4]=2[N:3]=1)[CH3:18]. The yield is 0.930. (9) The reactants are [F:1][C:2]1[CH:23]=[C:22]([N+:24]([O-:26])=[O:25])[CH:21]=[CH:20][C:3]=1[O:4][C:5]1[CH:6]=[C:7]2[C:11](=[CH:12][C:13]=1[C:14]([O:16]CC)=[O:15])[N:10]([CH3:19])[N:9]=[CH:8]2.[Li+].[OH-]. The catalyst is C1COCC1.O. The product is [F:1][C:2]1[CH:23]=[C:22]([N+:24]([O-:26])=[O:25])[CH:21]=[CH:20][C:3]=1[O:4][C:5]1[CH:6]=[C:7]2[C:11](=[CH:12][C:13]=1[C:14]([OH:16])=[O:15])[N:10]([CH3:19])[N:9]=[CH:8]2. The yield is 1.00.